From a dataset of Full USPTO retrosynthesis dataset with 1.9M reactions from patents (1976-2016). Predict the reactants needed to synthesize the given product. (1) Given the product [CH2:10]([O:9][C:7](=[O:8])[C:6]([CH2:28][C:29]([C:31]1[CH:36]=[CH:35][C:34]([Br:37])=[CH:33][CH:32]=1)=[O:30])([CH2:13][C:14]1[CH:19]=[CH:18][CH:17]=[C:16]([C:20]([F:22])([F:23])[F:21])[CH:15]=1)[C:5]([O:4][CH2:1][CH:2]=[CH2:3])=[O:24])[CH:11]=[CH2:12], predict the reactants needed to synthesize it. The reactants are: [CH2:1]([O:4][C:5](=[O:24])[CH:6]([CH2:13][C:14]1[CH:19]=[CH:18][CH:17]=[C:16]([C:20]([F:23])([F:22])[F:21])[CH:15]=1)[C:7]([O:9][CH2:10][CH:11]=[CH2:12])=[O:8])[CH:2]=[CH2:3].[H-].[Na+].Br[CH2:28][C:29]([C:31]1[CH:36]=[CH:35][C:34]([Br:37])=[CH:33][CH:32]=1)=[O:30].Cl. (2) The reactants are: [Cl:1][C:2]1[CH:3]=[N+:4]([O-:27])[CH:5]=[C:6]([Cl:26])[C:7]=1[CH2:8][C@@H:9]([C:11]1[CH:16]=[CH:15][C:14]([O:17][CH:18]([F:20])[F:19])=[C:13]([O:21][CH2:22][CH:23]2[CH2:25][CH2:24]2)[CH:12]=1)[OH:10].C(Cl)CCl.[NH2:32][C:33]1[CH:38]=[CH:37][C:36]([S:39]([N:42]2[CH2:46][CH2:45][S:44][CH:43]2[C:47](O)=[O:48])(=[O:41])=[O:40])=[CH:35][CH:34]=1.O. Given the product [NH2:32][C:33]1[CH:38]=[CH:37][C:36]([S:39]([N:42]2[CH2:46][CH2:45][S:44][CH:43]2[C:47]([O:10][C@H:9]([C:11]2[CH:16]=[CH:15][C:14]([O:17][CH:18]([F:20])[F:19])=[C:13]([O:21][CH2:22][CH:23]3[CH2:25][CH2:24]3)[CH:12]=2)[CH2:8][C:7]2[C:6]([Cl:26])=[CH:5][N+:4]([O-:27])=[CH:3][C:2]=2[Cl:1])=[O:48])(=[O:41])=[O:40])=[CH:35][CH:34]=1, predict the reactants needed to synthesize it. (3) Given the product [F:20][C:21]1[CH:28]=[C:27]([CH2:29][CH2:30][N:5]2[CH2:6][CH2:7][N:2]([CH2:8][CH2:9][C:10]3[CH:11]=[C:12]4[C:13](=[CH:18][CH:19]=3)[C:14](=[O:17])[O:15][CH2:16]4)[CH2:3][CH2:4]2)[C:26]([F:32])=[CH:25][C:22]=1[C:23]#[N:24], predict the reactants needed to synthesize it. The reactants are: Cl.[N:2]1([CH2:8][CH2:9][C:10]2[CH:19]=[CH:18][C:13]3[C:14](=[O:17])[O:15][CH2:16][C:12]=3[CH:11]=2)[CH2:7][CH2:6][NH:5][CH2:4][CH2:3]1.[F:20][C:21]1[CH:28]=[C:27]([CH2:29][CH:30]=O)[C:26]([F:32])=[CH:25][C:22]=1[C:23]#[N:24]. (4) Given the product [Cl:10][C:4]1[N:3]=[C:2]([NH2:1])[N:7]=[C:6]([NH:11][CH:12]2[CH2:17][CH2:16][O:15][CH2:14][CH2:13]2)[C:5]=1[NH2:9], predict the reactants needed to synthesize it. The reactants are: [NH2:1][C:2]1[N:7]=[C:6](Cl)[C:5]([NH2:9])=[C:4]([Cl:10])[N:3]=1.[NH2:11][CH:12]1[CH2:17][CH2:16][O:15][CH2:14][CH2:13]1.C(=O)(O)[O-].[Na+]. (5) The reactants are: [OH:1][C:2]1[C:11]2[C:6](=[CH:7][CH:8]=[CH:9][CH:10]=2)[C:5]([CH2:15][CH2:16][CH3:17])([CH2:12][CH2:13][CH3:14])[C:4](=[O:18])[C:3]=1[C:19](OCC)=[O:20].[NH2:24][C:25]1[CH:30]=[CH:29][C:28]([O:31][CH2:32][C:33]2[CH:38]=[CH:37][CH:36]=[CH:35][CH:34]=2)=[CH:27][C:26]=1[S:39]([NH2:42])(=[O:41])=[O:40]. Given the product [NH2:42][S:39]([C:26]1[CH:27]=[C:28]([O:31][CH2:32][C:33]2[CH:38]=[CH:37][CH:36]=[CH:35][CH:34]=2)[CH:29]=[CH:30][C:25]=1[NH:24][C:19]([C:3]1[C:4](=[O:18])[C:5]([CH2:15][CH2:16][CH3:17])([CH2:12][CH2:13][CH3:14])[C:6]2[C:11](=[CH:10][CH:9]=[CH:8][CH:7]=2)[C:2]=1[OH:1])=[O:20])(=[O:40])=[O:41], predict the reactants needed to synthesize it. (6) Given the product [Cl:1][C:2]1[CH:3]=[CH:4][C:5]([F:32])=[C:6]([NH:8][C:9]2[CH:14]=[C:13]([NH:15][CH:16]3[CH2:17][CH2:18]3)[N:12]3[N:19]=[CH:20][C:21](/[CH:22]=[C:23]4\[NH:27][C:26](=[O:28])[N:25]([CH2:29][O:30][C:33](=[O:40])[CH2:34][CH2:35][CH2:36][C:37]([OH:39])=[O:38])[C:24]\4=[O:31])=[C:11]3[N:10]=2)[CH:7]=1, predict the reactants needed to synthesize it. The reactants are: [Cl:1][C:2]1[CH:3]=[CH:4][C:5]([F:32])=[C:6]([NH:8][C:9]2[CH:14]=[C:13]([NH:15][CH:16]3[CH2:18][CH2:17]3)[N:12]3[N:19]=[CH:20][C:21](/[CH:22]=[C:23]4/[C:24](=[O:31])[N:25]([CH2:29][OH:30])[C:26](=[O:28])[NH:27]/4)=[C:11]3[N:10]=2)[CH:7]=1.[C:33]1(=[O:40])[O:39][C:37](=[O:38])[CH2:36][CH2:35][CH2:34]1.Cl. (7) Given the product [Cl:1][C:2]1[CH:3]=[N:4][C:5]2[C:10]([CH:11]=1)=[CH:9][C:8]([CH2:12][C:13]1[CH:14]=[C:15]([CH:19]=[CH:20][N:21]=1)[C:16]([NH:30][CH2:28][C:56]1[C:55]3[C:59](=[CH:60][CH:61]=[C:53]([Cl:52])[CH:54]=3)[NH:58][N:57]=1)=[O:18])=[CH:7][C:6]=2[C:22]#[N:23], predict the reactants needed to synthesize it. The reactants are: [Cl:1][C:2]1[CH:3]=[N:4][C:5]2[C:10]([CH:11]=1)=[CH:9][C:8]([CH2:12][C:13]1[CH:14]=[C:15]([CH:19]=[CH:20][N:21]=1)[C:16]([OH:18])=O)=[CH:7][C:6]=2[C:22]#[N:23].C1C=CC2N(O)N=[N:30][C:28]=2C=1.CCN=C=NCCCN(C)C.CCN(CC)CC.[Cl:52][C:53]1[CH:54]=[C:55]2[C:59](=[CH:60][CH:61]=1)[NH:58][N:57]=[C:56]2NC. (8) Given the product [NH2:8][C:9]1[N:14]=[CH:13][C:12]([C:15]2[CH:20]=[CH:19][C:18](=[O:21])[NH:17][CH:16]=2)=[N:11][C:10]=1[C:22]1[O:26][N:25]=[C:24]([C:27]2[CH:32]=[CH:31][C:30]([CH2:33][NH:34][CH:42]3[CH2:43][CH2:44]3)=[CH:29][CH:28]=2)[CH:23]=1, predict the reactants needed to synthesize it. The reactants are: C(OC([N:8](C(OC(C)(C)C)=O)[C:9]1[C:10]([C:22]2[O:26][N:25]=[C:24]([C:27]3[CH:32]=[CH:31][C:30]([CH2:33][N:34]([CH:42]4[CH2:44][CH2:43]4)C(=O)OC(C)(C)C)=[CH:29][CH:28]=3)[CH:23]=2)=[N:11][C:12]([C:15]2[CH:20]=[CH:19][C:18](=[O:21])[NH:17][CH:16]=2)=[CH:13][N:14]=1)=O)(C)(C)C.C(O)(C(F)(F)F)=O. (9) Given the product [CH3:1][O:2][C:3]1[CH:58]=[C:57]([O:59][CH3:60])[CH:56]=[CH:55][C:4]=1[CH2:5][N:6]([CH2:21][C:22]1[CH:27]=[CH:26][N:25]=[C:24]2[NH:28][C:29]([C:31]3[C:39]4[C:34](=[CH:35][C:36]([O:42][CH3:43])=[C:37]([O:40][CH3:41])[CH:38]=4)[N:33]([CH3:44])[CH:32]=3)=[CH:30][C:23]=12)[S:7]([C:10]1[CH:15]=[CH:14][C:13]([O:16][C:17]([F:20])([F:18])[F:19])=[CH:12][CH:11]=1)(=[O:8])=[O:9], predict the reactants needed to synthesize it. The reactants are: [CH3:1][O:2][C:3]1[CH:58]=[C:57]([O:59][CH3:60])[CH:56]=[CH:55][C:4]=1[CH2:5][N:6]([CH2:21][C:22]1[CH:27]=[CH:26][N:25]=[C:24]2[N:28](S(C3C=CC(C)=CC=3)(=O)=O)[C:29]([C:31]3[C:39]4[C:34](=[CH:35][C:36]([O:42][CH3:43])=[C:37]([O:40][CH3:41])[CH:38]=4)[N:33]([CH3:44])[CH:32]=3)=[CH:30][C:23]=12)[S:7]([C:10]1[CH:15]=[CH:14][C:13]([O:16][C:17]([F:20])([F:19])[F:18])=[CH:12][CH:11]=1)(=[O:9])=[O:8].[OH-].[K+]. (10) Given the product [C:36]([O:35][C:33]([N:21]([C:33]([O:35][C:36]([CH3:39])([CH3:38])[CH3:37])=[O:34])[C:19](=[O:20])[C:18]1[CH:22]=[C:23]([N:26]2[C:30](=[O:31])[CH2:29][CH2:28][CH:27]2[CH3:32])[CH:24]=[CH:25][C:17]=1[C:15]([N:12]1[CH2:11][CH2:10][N:9]([C:3]2[C:2]([CH3:1])=[CH:7][C:6]([CH3:8])=[CH:5][N:4]=2)[CH2:14][CH2:13]1)=[O:16])=[O:34])([CH3:39])([CH3:38])[CH3:37], predict the reactants needed to synthesize it. The reactants are: [CH3:1][C:2]1[C:3]([N:9]2[CH2:14][CH2:13][N:12]([C:15]([C:17]3[CH:25]=[CH:24][C:23]([N:26]4[C:30](=[O:31])[CH2:29][CH2:28][CH:27]4[CH3:32])=[CH:22][C:18]=3[C:19]([NH2:21])=[O:20])=[O:16])[CH2:11][CH2:10]2)=[N:4][CH:5]=[C:6]([CH3:8])[CH:7]=1.[C:33](O[C:33]([O:35][C:36]([CH3:39])([CH3:38])[CH3:37])=[O:34])([O:35][C:36]([CH3:39])([CH3:38])[CH3:37])=[O:34].